Task: Regression. Given a peptide amino acid sequence and an MHC pseudo amino acid sequence, predict their binding affinity value. This is MHC class I binding data.. Dataset: Peptide-MHC class I binding affinity with 185,985 pairs from IEDB/IMGT The peptide sequence is YQNEVTPEY. The MHC is HLA-A01:01 with pseudo-sequence HLA-A01:01. The binding affinity (normalized) is 0.523.